The task is: Predict the reaction yield, written as a fraction of the theoretical maximum amount of product (1.0 means a 100% yield; for example, 0.34 means a 34% yield).. This data is from Reaction yield outcomes from USPTO patents with 853,638 reactions. The reactants are C([NH:5][S:6]([C:9]1[CH:10]=[C:11]([C:15]2[CH:20]=[CH:19][CH:18]=[C:17]([C:21]3[N:26]=[C:25]([C:27]4[CH:32]=[CH:31][C:30]([Cl:33])=[CH:29][C:28]=4[Cl:34])[CH:24]=[C:23]([C:35]([F:38])([F:37])[F:36])[N:22]=3)[CH:16]=2)[CH:12]=[CH:13][CH:14]=1)(=[O:8])=[O:7])(C)(C)C.C(O)(C(F)(F)F)=O. The catalyst is ClCCl. The product is [Cl:34][C:28]1[CH:29]=[C:30]([Cl:33])[CH:31]=[CH:32][C:27]=1[C:25]1[CH:24]=[C:23]([C:35]([F:36])([F:37])[F:38])[N:22]=[C:21]([C:17]2[CH:16]=[C:15]([C:11]3[CH:12]=[CH:13][CH:14]=[C:9]([S:6]([NH2:5])(=[O:7])=[O:8])[CH:10]=3)[CH:20]=[CH:19][CH:18]=2)[N:26]=1. The yield is 0.480.